This data is from Catalyst prediction with 721,799 reactions and 888 catalyst types from USPTO. The task is: Predict which catalyst facilitates the given reaction. Reactant: C(OC(=O)[NH:7][C@H:8]([CH2:25][C:26]1[CH:27]=[N:28][CH:29]=[CH:30][CH:31]=1)[C:9]([N:11]1[CH2:16][CH2:15][N:14]([C:17]2[CH:22]=[CH:21][CH:20]=[CH:19][C:18]=2[O:23][CH3:24])[CH2:13][CH2:12]1)=[O:10])(C)(C)C.Cl. Product: [NH2:7][C@H:8]([CH2:25][C:26]1[CH:27]=[N:28][CH:29]=[CH:30][CH:31]=1)[C:9]([N:11]1[CH2:12][CH2:13][N:14]([C:17]2[CH:22]=[CH:21][CH:20]=[CH:19][C:18]=2[O:23][CH3:24])[CH2:15][CH2:16]1)=[O:10]. The catalyst class is: 1.